Dataset: Full USPTO retrosynthesis dataset with 1.9M reactions from patents (1976-2016). Task: Predict the reactants needed to synthesize the given product. (1) Given the product [CH:1]1([N:4]([CH2:12][C:13]2[CH:18]=[C:17]([CH:19]=[O:23])[CH:16]=[C:15]([Cl:21])[C:14]=2[Cl:22])[C:5](=[O:11])[O:6][C:7]([CH3:10])([CH3:9])[CH3:8])[CH2:3][CH2:2]1, predict the reactants needed to synthesize it. The reactants are: [CH:1]1([N:4]([CH2:12][C:13]2[CH:18]=[C:17]([CH:19]=C)[CH:16]=[C:15]([Cl:21])[C:14]=2[Cl:22])[C:5](=[O:11])[O:6][C:7]([CH3:10])([CH3:9])[CH3:8])[CH2:3][CH2:2]1.[O:23]=[O+][O-].C1(P(C2C=CC=CC=2)C2C=CC=CC=2)C=CC=CC=1. (2) Given the product [CH3:21][N:22]([CH3:24])[CH:23]=[CH:17][C:16]([C:15]1[N:14]2[C:10]([O:11][CH:12]=[CH:13]2)=[N:9][C:8]=1[C:5]1[CH:4]=[CH:3][C:2]([F:1])=[CH:7][CH:6]=1)=[O:18], predict the reactants needed to synthesize it. The reactants are: [F:1][C:2]1[CH:7]=[CH:6][C:5]([C:8]2[N:9]=[C:10]3[N:14]([C:15]=2[C:16](=[O:18])[CH3:17])[CH:13]=[CH:12][O:11]3)=[CH:4][CH:3]=1.CO[CH:21](OC)[N:22]([CH3:24])[CH3:23]. (3) Given the product [CH3:36][C:35]([O:19][C@@H:8]1[C:9]2[CH:10]=[CH:11][CH:12]=[CH:13][C:14]=2[N:15]([C:16]([NH2:18])=[O:17])[C:4]2[CH:3]=[CH:2][CH:1]=[CH:6][C:5]=2[CH2:7]1)=[O:37], predict the reactants needed to synthesize it. The reactants are: [CH:1]1[CH:2]=[CH:3][C:4]2[N:15]([C:16]([NH2:18])=[O:17])[C:14]3[CH:13]=[CH:12][CH:11]=[CH:10][C:9]=3[C@@H:8]([OH:19])[CH2:7][C:5]=2[CH:6]=1.N1C=CC=CC=1.CN(C1C=CC=CN=1)C.[C:35](Cl)(=[O:37])[CH3:36]. (4) Given the product [CH2:13]([N:19]1[C:27]2[C:22](=[CH:23][CH:24]=[CH:25][CH:26]=2)[C:21]([CH2:40][C:41]([O:43][CH2:44][CH3:45])=[O:42])([C:28]2[C:36]([OH:37])=[CH:35][C:31]3[O:32][CH2:33][O:34][C:30]=3[CH:29]=2)[C:20]1=[O:38])[CH2:14][CH2:15][CH2:16][CH2:17][CH3:18], predict the reactants needed to synthesize it. The reactants are: C(NC(C)C)(C)C.C([Li])CCC.[CH2:13]([N:19]1[C:27]2[C:22](=[CH:23][CH:24]=[CH:25][CH:26]=2)[CH:21]([C:28]2[C:36]([OH:37])=[CH:35][C:31]3[O:32][CH2:33][O:34][C:30]=3[CH:29]=2)[C:20]1=[O:38])[CH2:14][CH2:15][CH2:16][CH2:17][CH3:18].Br[CH2:40][C:41]([O:43][CH2:44][CH3:45])=[O:42]. (5) Given the product [Br:1][C:2]1[CH:3]=[C:4]([C:9]#[N:10])[C:5](=[O:8])[N:6]([CH3:11])[CH:7]=1, predict the reactants needed to synthesize it. The reactants are: [Br:1][C:2]1[CH:3]=[C:4]([C:9]#[N:10])[C:5](=[O:8])[NH:6][CH:7]=1.[C:11](=O)([O-])[O-].[Cs+].[Cs+].CI.O. (6) Given the product [CH:3]([CH:4]1[CH2:5][C:6]2([CH2:8][CH2:9][N:10]([C:13]([O:15][CH2:16][C:17]3[CH:18]=[CH:19][CH:20]=[CH:21][CH:22]=3)=[O:14])[CH2:11][CH2:12]2)[CH2:7]1)=[O:2], predict the reactants needed to synthesize it. The reactants are: C[O:2][CH:3]=[C:4]1[CH2:7][C:6]2([CH2:12][CH2:11][N:10]([C:13]([O:15][CH2:16][C:17]3[CH:22]=[CH:21][CH:20]=[CH:19][CH:18]=3)=[O:14])[CH2:9][CH2:8]2)[CH2:5]1.Cl. (7) Given the product [F:20][C:6]1[CH:5]=[N:4][CH:3]=[C:2]([F:1])[C:7]=1[S:8][C:9]1[S:13][C:12]([C:14]([NH:28][CH:25]2[CH2:26][CH2:27][N:22]([CH3:21])[CH2:23][CH2:24]2)=[O:16])=[CH:11][C:10]=1[N+:17]([O-:19])=[O:18], predict the reactants needed to synthesize it. The reactants are: [F:1][C:2]1[CH:3]=[N:4][CH:5]=[C:6]([F:20])[C:7]=1[S:8][C:9]1[S:13][C:12]([C:14]([OH:16])=O)=[CH:11][C:10]=1[N+:17]([O-:19])=[O:18].[CH3:21][N:22]1[CH2:27][CH2:26][CH:25]([NH2:28])[CH2:24][CH2:23]1. (8) Given the product [OH:1][C:2]1[CH:9]=[CH:8][CH:7]=[CH:6][C:3]=1[CH:4]=[CH:10][C:11](=[O:12])[CH3:13], predict the reactants needed to synthesize it. The reactants are: [OH:1][C:2]1[CH:9]=[CH:8][CH:7]=[CH:6][C:3]=1[CH:4]=O.[CH3:10][C:11]([CH3:13])=[O:12].[OH-].[Na+].Cl.